This data is from Reaction yield outcomes from USPTO patents with 853,638 reactions. The task is: Predict the reaction yield, written as a fraction of the theoretical maximum amount of product (1.0 means a 100% yield; for example, 0.34 means a 34% yield). (1) The reactants are [NH2:1][C:2]1[C:27]([N+:28]([O-])=O)=[CH:26][CH:25]=[C:24]2[C:3]=1[C:4](=[O:31])[O:5][C:6]12[C:19]2[CH:18]=[C:17]([F:20])[C:16]([OH:21])=[CH:15][C:14]=2[O:13][C:12]2[C:7]1=[CH:8][C:9]([F:23])=[C:10]([OH:22])[CH:11]=2.Cl. No catalyst specified. The product is [NH2:1][C:2]1[C:27]([NH2:28])=[CH:26][CH:25]=[C:24]2[C:3]=1[C:4](=[O:31])[O:5][C:6]12[C:7]2[CH:8]=[C:9]([F:23])[C:10]([OH:22])=[CH:11][C:12]=2[O:13][C:14]2[C:19]1=[CH:18][C:17]([F:20])=[C:16]([OH:21])[CH:15]=2. The yield is 0.780. (2) The yield is 0.890. The product is [NH2:10][CH2:9][C@H:8]([NH:13][S@@:14]([C:16]([CH3:19])([CH3:18])[CH3:17])=[O:15])[C:5]1[CH:4]=[CH:3][C:2]([F:1])=[CH:7][CH:6]=1. The reactants are [F:1][C:2]1[CH:7]=[CH:6][C:5]([C@@H:8]([NH:13][S@@:14]([C:16]([CH3:19])([CH3:18])[CH3:17])=[O:15])[CH2:9][N+:10]([O-])=O)=[CH:4][CH:3]=1.[NH4+].[Cl-]. The catalyst is [Zn].CC(C)=O.O. (3) The reactants are [O:1]1[C:5]2[CH:6]=[CH:7][C:8]([CH2:10][C:11]3O[C:13](=O)[C:14]4[CH:20]=[CH:19][C:18]([S:21]([NH2:24])(=[O:23])=[O:22])=[CH:17][C:15]=4[N:16]=3)=[CH:9][C:4]=2[O:3][CH2:2]1.C(=O)(O)O.[NH2:30][NH:31][C:32]([NH2:34])=[NH:33]. The catalyst is N1C=CC=CC=1. The product is [NH2:34][C:32]1[N:33]=[C:13]2[N:30]([C:11]([CH2:10][C:8]3[CH:7]=[CH:6][C:5]4[O:1][CH2:2][O:3][C:4]=4[CH:9]=3)=[N:16][C:15]3[CH:17]=[C:18]([S:21]([NH2:24])(=[O:23])=[O:22])[CH:19]=[CH:20][C:14]=32)[N:31]=1. The yield is 0.120. (4) The reactants are [C:1]1([NH:7][C:8]2[CH:13]=[CH:12][CH:11]=[C:10]([C:14]#[C:15][Si](C(C)C)(C(C)C)C(C)C)[CH:9]=2)[CH:6]=[CH:5][CH:4]=[CH:3][CH:2]=1.[F-].C([N+](CCCC)(CCCC)CCCC)CCC.Br[C:45]1[CH:50]=[CH:49][C:48]([O:51][CH:52]([F:54])[F:53])=[CH:47][CH:46]=1.C(N(CC)CC)C. The catalyst is C1COCC1.[Cu](I)I.C1C=CC([P]([Pd]([P](C2C=CC=CC=2)(C2C=CC=CC=2)C2C=CC=CC=2)([P](C2C=CC=CC=2)(C2C=CC=CC=2)C2C=CC=CC=2)[P](C2C=CC=CC=2)(C2C=CC=CC=2)C2C=CC=CC=2)(C2C=CC=CC=2)C2C=CC=CC=2)=CC=1. The product is [NH:7]([C:8]1[CH:13]=[CH:12][CH:11]=[C:10]([C:14]#[C:15][C:45]2[CH:50]=[CH:49][C:48]([O:51][CH:52]([F:54])[F:53])=[CH:47][CH:46]=2)[CH:9]=1)[C:1]1[CH:2]=[CH:3][CH:4]=[CH:5][CH:6]=1. The yield is 0.530. (5) The reactants are [Cl:1][C:2]1[CH:3]=[C:4]([CH:6]=[CH:7][CH:8]=1)[NH2:5].[N:9]([O-])=O.[Na+].C([O-])(=O)C.[Na+].[C:18]([CH2:21][C:22](=[O:24])[CH3:23])(=[O:20])[CH3:19]. The catalyst is O.Cl.C(O)C. The product is [Cl:1][C:2]1[CH:3]=[C:4]([NH:5][N:9]=[C:21]([C:22](=[O:24])[CH3:23])[C:18](=[O:20])[CH3:19])[CH:6]=[CH:7][CH:8]=1. The yield is 0.240. (6) The reactants are [Br:1][C:2]1[CH:10]=[C:6]([C:7]([OH:9])=O)[C:5]([OH:11])=[CH:4][CH:3]=1.[Cl:12][C:13]1[CH:14]=[C:15]([CH:17]=[CH:18][C:19]=1[Cl:20])[NH2:16]. No catalyst specified. The product is [Br:1][C:2]1[CH:3]=[CH:4][C:5]([OH:11])=[C:6]([CH:10]=1)[C:7]([NH:16][C:15]1[CH:17]=[CH:18][C:19]([Cl:20])=[C:13]([Cl:12])[CH:14]=1)=[O:9]. The yield is 0.582.